This data is from Reaction yield outcomes from USPTO patents with 853,638 reactions. The task is: Predict the reaction yield, written as a fraction of the theoretical maximum amount of product (1.0 means a 100% yield; for example, 0.34 means a 34% yield). (1) The reactants are [Cl:1][C:2]1[CH:7]=[CH:6][C:5](/[CH:8]=[CH:9]/[N+:10]([O-])=O)=[C:4]([O:13][CH3:14])[CH:3]=1.[H-].[H-].[H-].[H-].[Li+].[Al+3]. The catalyst is C1COCC1. The product is [Cl:1][C:2]1[CH:7]=[CH:6][C:5]([CH2:8][CH2:9][NH2:10])=[C:4]([O:13][CH3:14])[CH:3]=1. The yield is 0.751. (2) The reactants are C(OC([N:8]1[CH2:13][CH2:12][C:11]([OH:36])([C:14]2[CH:35]=[CH:34][C:17]3[C:18]4[N:19]=[C:20]([C:26]5[N:27]([CH:31]([CH3:33])[CH3:32])[N:28]=[CH:29][N:30]=5)[S:21][C:22]=4[CH2:23][CH2:24][O:25][C:16]=3[CH:15]=2)[CH2:10][CH2:9]1)=O)(C)(C)C.C(O)(C(F)(F)F)=O.C(Cl)[Cl:45]. No catalyst specified. The product is [ClH:45].[CH:31]([N:27]1[C:26]([C:20]2[S:21][C:22]3[CH2:23][CH2:24][O:25][C:16]4[CH:15]=[C:14]([C:11]5([OH:36])[CH2:10][CH2:9][NH:8][CH2:13][CH2:12]5)[CH:35]=[CH:34][C:17]=4[C:18]=3[N:19]=2)=[N:30][CH:29]=[N:28]1)([CH3:33])[CH3:32]. The yield is 0.510. (3) The reactants are [H-].[Na+].[OH:3][C:4]1[CH:12]=[C:11]2[C:7]([CH:8]=[CH:9][NH:10]2)=[CH:6][CH:5]=1.[NH2:13][C:14]1[CH:19]=[C:18](Cl)[CH:17]=[CH:16][N:15]=1. The catalyst is CS(C)=O. The product is [NH:10]1[C:11]2[C:7](=[CH:6][CH:5]=[C:4]([O:3][C:18]3[CH:17]=[CH:16][N:15]=[C:14]([NH2:13])[CH:19]=3)[CH:12]=2)[CH:8]=[CH:9]1. The yield is 0.106. (4) The product is [CH:9]12[O:8][CH:12]([CH:11]=[CH:10]1)[CH:3]1[CH:2]2[C:1](=[O:7])[O:6][C:4]1=[O:5]. The catalyst is C(#N)C. The yield is 0.740. The reactants are [C:1]1(=[O:7])[O:6][C:4](=[O:5])[CH:3]=[CH:2]1.[O:8]1[CH:12]=[CH:11][CH:10]=[CH:9]1. (5) The reactants are [F:1][C:2]1[CH:3]=[C:4]2[C:8](=[CH:9][CH:10]=1)[NH:7][C:6](=[O:11])[CH2:5]2.C[Si]([N-][Si](C)(C)C)(C)C.[Li+].C([O:24][C:25]([CH:27]1[CH2:32][CH2:31][N:30]([CH2:33][CH2:34][CH2:35][C:36]2[N:41]=[C:40]3[CH2:42][O:43][C:44](=O)[C:39]3=[CH:38][CH:37]=2)[CH2:29][CH2:28]1)=[O:26])C.Cl.C([O-])(O)=O.[Na+]. The catalyst is C1COCC1. The product is [F:1][C:2]1[CH:3]=[C:4]2[C:8](=[CH:9][CH:10]=1)[NH:7][C:6](=[O:11])[C:5]2=[C:44]1[C:39]2[C:40](=[N:41][C:36]([CH2:35][CH2:34][CH2:33][N:30]3[CH2:29][CH2:28][CH:27]([C:25]([OH:26])=[O:24])[CH2:32][CH2:31]3)=[CH:37][CH:38]=2)[CH2:42][O:43]1. The yield is 0.330. (6) The reactants are [F:1][C:2]1[CH:24]=[CH:23][C:5]([O:6][C:7]2[CH:8]=[C:9]3[C:13](=[CH:14][C:15]=2[C:16](N)=[O:17])[N:12]([CH2:19][CH:20]([CH3:22])[CH3:21])[N:11]=[CH:10]3)=[CH:4][CH:3]=1.C(N1C=CN=C1)(N1C=CN=C1)=O.[CH3:37][NH:38][CH:39]1[CH2:44][CH2:43][N:42]([CH3:45])[CH2:41][CH2:40]1. The catalyst is C1COCC1. The product is [CH3:37][N:38]([CH:39]1[CH2:44][CH2:43][N:42]([CH3:45])[CH2:41][CH2:40]1)[C:16]([C:15]1[CH:14]=[C:13]2[C:9]([CH:10]=[N:11][N:12]2[CH2:19][CH:20]([CH3:22])[CH3:21])=[CH:8][C:7]=1[O:6][C:5]1[CH:4]=[CH:3][C:2]([F:1])=[CH:24][CH:23]=1)=[O:17]. The yield is 0.0300. (7) The reactants are C([O:9][CH2:10][CH2:11][CH2:12][CH2:13][N:14]1[CH:18]=[C:17]([C:19](=[O:33])[NH:20][CH2:21][C:22]2[CH:27]=[CH:26][CH:25]=[C:24]([O:28][C:29]([F:32])([F:31])[F:30])[CH:23]=2)[N:16]=[N:15]1)(=O)C1C=CC=CC=1.O[Li].O. The catalyst is C1COCC1.O. The product is [OH:9][CH2:10][CH2:11][CH2:12][CH2:13][N:14]1[CH:18]=[C:17]([C:19]([NH:20][CH2:21][C:22]2[CH:27]=[CH:26][CH:25]=[C:24]([O:28][C:29]([F:30])([F:31])[F:32])[CH:23]=2)=[O:33])[N:16]=[N:15]1. The yield is 0.770.